Dataset: Forward reaction prediction with 1.9M reactions from USPTO patents (1976-2016). Task: Predict the product of the given reaction. (1) Given the reactants [OH-].[Na+].BrC1C=[C:6]2[C:14](=CC=1)[N:13](C1C=CC([N+]([O-])=O)=CC=1C)[C:12]1[CH:11]=[CH:10][CH:9]=[C:8](C(O)=O)[C:7]2=1.O1CCOCC1.Cl, predict the reaction product. The product is: [NH:13]1[C:12]2[C:7](=[CH:8][CH:9]=[CH:10][CH:11]=2)[CH:6]=[CH:14]1. (2) The product is: [OH:2][CH2:1][CH2:3][NH:4][S:42]([C:38]1[CH:37]=[C:36]([C:32]2[CH:33]=[CH:34][CH:35]=[C:30]([C:16]3[N:15]=[C:14]([C:13]([F:12])([F:46])[F:47])[CH:19]=[C:18]([C:20]4[CH:25]=[CH:24][C:23]([C:26]([F:29])([F:27])[F:28])=[CH:22][CH:21]=4)[N:17]=3)[CH:31]=2)[CH:41]=[CH:40][CH:39]=1)(=[O:43])=[O:44]. Given the reactants [CH2:1]([CH2:3][NH2:4])[OH:2].C(N(CC)CC)C.[F:12][C:13]([F:47])([F:46])[C:14]1[CH:19]=[C:18]([C:20]2[CH:25]=[CH:24][C:23]([C:26]([F:29])([F:28])[F:27])=[CH:22][CH:21]=2)[N:17]=[C:16]([C:30]2[CH:31]=[C:32]([C:36]3[CH:41]=[CH:40][CH:39]=[C:38]([S:42](Cl)(=[O:44])=[O:43])[CH:37]=3)[CH:33]=[CH:34][CH:35]=2)[N:15]=1, predict the reaction product. (3) Given the reactants C([O:7][CH2:8][C@@H:9]([O:33][C:34]([CH3:37])([CH3:36])[CH3:35])[C:10]1[C:11]([C:26]2[CH:31]=[CH:30][C:29]([Cl:32])=[CH:28][CH:27]=2)=[C:12]2[C:17](=[CH:18][C:19]=1[CH3:20])[N:16]=[C:15]([N:21]1[CH:25]=[CH:24][N:23]=[CH:22]1)[CH:14]=[CH:13]2)(=O)C(C)(C)C.[OH-].[Na+], predict the reaction product. The product is: [C:34]([O:33][C@@H:9]([C:10]1[C:11]([C:26]2[CH:27]=[CH:28][C:29]([Cl:32])=[CH:30][CH:31]=2)=[C:12]2[C:17](=[CH:18][C:19]=1[CH3:20])[N:16]=[C:15]([N:21]1[CH:25]=[CH:24][N:23]=[CH:22]1)[CH:14]=[CH:13]2)[CH2:8][OH:7])([CH3:37])([CH3:35])[CH3:36].